From a dataset of NCI-60 drug combinations with 297,098 pairs across 59 cell lines. Regression. Given two drug SMILES strings and cell line genomic features, predict the synergy score measuring deviation from expected non-interaction effect. (1) Drug 1: CCCS(=O)(=O)NC1=C(C(=C(C=C1)F)C(=O)C2=CNC3=C2C=C(C=N3)C4=CC=C(C=C4)Cl)F. Drug 2: C1=CC=C(C(=C1)C(C2=CC=C(C=C2)Cl)C(Cl)Cl)Cl. Cell line: HCT116. Synergy scores: CSS=20.3, Synergy_ZIP=5.73, Synergy_Bliss=11.9, Synergy_Loewe=9.87, Synergy_HSA=10.1. (2) Drug 1: CC1C(C(=O)NC(C(=O)N2CCCC2C(=O)N(CC(=O)N(C(C(=O)O1)C(C)C)C)C)C(C)C)NC(=O)C3=C4C(=C(C=C3)C)OC5=C(C(=O)C(=C(C5=N4)C(=O)NC6C(OC(=O)C(N(C(=O)CN(C(=O)C7CCCN7C(=O)C(NC6=O)C(C)C)C)C)C(C)C)C)N)C. Drug 2: C1=NC2=C(N=C(N=C2N1C3C(C(C(O3)CO)O)F)Cl)N. Cell line: ACHN. Synergy scores: CSS=24.7, Synergy_ZIP=-13.1, Synergy_Bliss=-9.72, Synergy_Loewe=-12.3, Synergy_HSA=-8.07. (3) Drug 1: CS(=O)(=O)C1=CC(=C(C=C1)C(=O)NC2=CC(=C(C=C2)Cl)C3=CC=CC=N3)Cl. Drug 2: CC1=C(C=C(C=C1)C(=O)NC2=CC(=CC(=C2)C(F)(F)F)N3C=C(N=C3)C)NC4=NC=CC(=N4)C5=CN=CC=C5. Cell line: K-562. Synergy scores: CSS=89.8, Synergy_ZIP=21.2, Synergy_Bliss=20.8, Synergy_Loewe=-2.04, Synergy_HSA=23.5. (4) Drug 1: C1=CN(C(=O)N=C1N)C2C(C(C(O2)CO)O)O.Cl. Drug 2: CC1=C2C(C(=O)C3(C(CC4C(C3C(C(C2(C)C)(CC1OC(=O)C(C(C5=CC=CC=C5)NC(=O)C6=CC=CC=C6)O)O)OC(=O)C7=CC=CC=C7)(CO4)OC(=O)C)O)C)OC(=O)C. Cell line: IGROV1. Synergy scores: CSS=4.59, Synergy_ZIP=-2.05, Synergy_Bliss=1.78, Synergy_Loewe=-4.02, Synergy_HSA=0.274. (5) Drug 1: CS(=O)(=O)CCNCC1=CC=C(O1)C2=CC3=C(C=C2)N=CN=C3NC4=CC(=C(C=C4)OCC5=CC(=CC=C5)F)Cl. Drug 2: C1CC(CNC1)C2=CC=C(C=C2)N3C=C4C=CC=C(C4=N3)C(=O)N. Cell line: T-47D. Synergy scores: CSS=26.2, Synergy_ZIP=-5.47, Synergy_Bliss=-4.49, Synergy_Loewe=2.42, Synergy_HSA=4.14.